Dataset: Retrosynthesis with 50K atom-mapped reactions and 10 reaction types from USPTO. Task: Predict the reactants needed to synthesize the given product. (1) Given the product CCCCCCCN(c1ccccc1)C(C)CCC, predict the reactants needed to synthesize it. The reactants are: CCCC(C)Nc1ccccc1.CCCCCCCBr. (2) Given the product CC(C)(C)OC(=O)NC(CS(=O)(=O)CCN)C(=O)OC(C)(C)C, predict the reactants needed to synthesize it. The reactants are: CC(C)(C)OC(=O)NC(CS(=O)(=O)CCNC(=O)OCc1ccccc1)C(=O)OC(C)(C)C. (3) The reactants are: NN1CCCCC1.O=C(O)c1cnc(C2CC2)c(-c2cccc(Cl)c2)n1. Given the product O=C(NN1CCCCC1)c1cnc(C2CC2)c(-c2cccc(Cl)c2)n1, predict the reactants needed to synthesize it. (4) Given the product CC(C)(C)OC(=O)NCCN[C@H](CC(=O)OCc1ccccc1)C(=O)OCc1ccccc1, predict the reactants needed to synthesize it. The reactants are: CC(C)(C)OC(=O)NCC=O.N[C@@H](CC(=O)OCc1ccccc1)C(=O)OCc1ccccc1. (5) Given the product N#Cc1cc(-c2ccc(Cl)cc2F)c2c(c1)cc1n2CCCNC1=O, predict the reactants needed to synthesize it. The reactants are: N#Cc1cc(Br)c2c(c1)cc1n2CCCNC1=O.OB(O)c1ccc(Cl)cc1F. (6) Given the product CCC(=O)c1ccc(COc2ccc(CO)c(CO)c2)s1, predict the reactants needed to synthesize it. The reactants are: CCC1(c2ccc(COc3ccc(CO)c(CO)c3)s2)OCCO1. (7) Given the product O=C(OCc1cc(Cl)cc(Cl)c1)N1CCC2(CC1)CN(C(=O)c1ccc3[nH]nnc3c1)C2, predict the reactants needed to synthesize it. The reactants are: O=C(O)c1ccc2[nH]nnc2c1.O=C(OCc1cc(Cl)cc(Cl)c1)N1CCC2(CC1)CNC2. (8) Given the product O=c1ccc(-c2nc(-c3ccc(OC(F)(F)F)cc3)no2)nn1Cc1cccc(C2(CO)CC2)c1, predict the reactants needed to synthesize it. The reactants are: CC(C)[Si](OCC1(c2cccc(Cn3nc(-c4nc(-c5ccc(OC(F)(F)F)cc5)no4)ccc3=O)c2)CC1)(C(C)C)C(C)C. (9) Given the product CCn1nc(C)c2cc([N+](=O)[O-])ccc21, predict the reactants needed to synthesize it. The reactants are: CCI.Cc1n[nH]c2ccc([N+](=O)[O-])cc12.